From a dataset of Reaction yield outcomes from USPTO patents with 853,638 reactions. Predict the reaction yield, written as a fraction of the theoretical maximum amount of product (1.0 means a 100% yield; for example, 0.34 means a 34% yield). (1) The reactants are [NH2:1][C:2]1[CH:7]=[C:6]([OH:8])[CH:5]=[CH:4][C:3]=1[S:9][C:10]1[CH:15]=[CH:14][C:13]([NH:16][C:17](=[O:19])[CH3:18])=[CH:12][CH:11]=1.[CH3:20][C:21]1[CH:22]=[C:23]([CH:26]=[CH:27][CH:28]=1)[CH2:24]Br.C(=O)([O-])[O-].[K+].[K+]. The catalyst is CN(C=O)C. The product is [NH2:1][C:2]1[CH:7]=[C:6]([O:8][CH2:20][C:21]2[CH:28]=[CH:27][CH:26]=[C:23]([CH3:24])[CH:22]=2)[CH:5]=[CH:4][C:3]=1[S:9][C:10]1[CH:15]=[CH:14][C:13]([NH:16][C:17](=[O:19])[CH3:18])=[CH:12][CH:11]=1. The yield is 1.00. (2) The reactants are [CH2:1]([O:3][C:4](=[O:23])[CH2:5][NH:6][CH2:7][CH2:8][CH:9]=[C:10]([C:17]1[CH:22]=[CH:21][CH:20]=[CH:19][CH:18]=1)[C:11]1[CH:16]=[CH:15][CH:14]=[CH:13][CH:12]=1)[CH3:2].Br[CH2:25][CH3:26].C(=O)([O-])[O-].[K+].[K+].[I-].[K+]. No catalyst specified. The product is [CH2:1]([O:3][C:4](=[O:23])[CH2:5][N:6]([CH2:7][CH2:8][CH:9]=[C:10]([C:17]1[CH:22]=[CH:21][CH:20]=[CH:19][CH:18]=1)[C:11]1[CH:12]=[CH:13][CH:14]=[CH:15][CH:16]=1)[CH2:25][CH3:26])[CH3:2]. The yield is 0.660. (3) The reactants are [Cl:1][C:2]1[CH:3]=[N:4][C:5]2[C:10]([CH:11]=1)=[CH:9][C:8]([C:12](OC)=[O:13])=[CH:7][CH:6]=2.[H-].[H-].[H-].[H-].[Li+].[Al+3]. The catalyst is C1COCC1. The product is [Cl:1][C:2]1[CH:3]=[N:4][C:5]2[C:10]([CH:11]=1)=[CH:9][C:8]([CH2:12][OH:13])=[CH:7][CH:6]=2. The yield is 0.690. (4) The reactants are [N+:1]([C:4]1[CH:5]=[N:6][CH:7]=[CH:8][C:9]=1[CH2:10][C:11]([O:13][CH2:14][CH3:15])=[O:12])([O-:3])=[O:2].Br[CH2:17][CH2:18][CH2:19][CH2:20]Br.C([O-])([O-])=O.[K+].[K+]. The catalyst is CN(C=O)C.Cl. The product is [N+:1]([C:4]1[CH:5]=[N:6][CH:7]=[CH:8][C:9]=1[C:10]1([C:11]([O:13][CH2:14][CH3:15])=[O:12])[CH2:20][CH2:19][CH2:18][CH2:17]1)([O-:3])=[O:2]. The yield is 0.150. (5) The reactants are [C:1]1([S:7]([N:10]2[C:14]3=[N:15][CH:16]=[CH:17][C:18]([C:19]4[CH:24]=[CH:23][C:22]([S:25]([N:28]5[CH2:32][CH2:31][CH2:30][CH2:29]5)(=[O:27])=[O:26])=[CH:21][CH:20]=4)=[C:13]3[CH:12]=[CH:11]2)(=[O:9])=[O:8])[CH:6]=[CH:5][CH:4]=[CH:3][CH:2]=1.[Li+].[CH3:34]C([N-]C(C)C)C.CCCCCCC.C1COCC1.C(C1C=CC=CC=1)C.CI. The catalyst is C1COCC1. The product is [CH3:34][C:11]1[N:10]([S:7]([C:1]2[CH:2]=[CH:3][CH:4]=[CH:5][CH:6]=2)(=[O:9])=[O:8])[C:14]2=[N:15][CH:16]=[CH:17][C:18]([C:19]3[CH:20]=[CH:21][C:22]([S:25]([N:28]4[CH2:32][CH2:31][CH2:30][CH2:29]4)(=[O:26])=[O:27])=[CH:23][CH:24]=3)=[C:13]2[CH:12]=1. The yield is 0.700. (6) The reactants are [C:1]([C:5]1[CH:29]=[CH:28][C:8]([C:9]([NH:11][C@H:12]([C:21]([O:23][C:24]([CH3:27])([CH3:26])[CH3:25])=[O:22])[CH2:13][C:14]2[CH:19]=[CH:18][C:17]([OH:20])=[CH:16][CH:15]=2)=[O:10])=[CH:7][CH:6]=1)([CH3:4])([CH3:3])[CH3:2].C1C=CC(N([S:37]([C:40]([F:43])([F:42])[F:41])(=[O:39])=[O:38])[S:37]([C:40]([F:43])([F:42])[F:41])(=[O:39])=[O:38])=CC=1. The catalyst is C(Cl)Cl.CCN(C(C)C)C(C)C. The product is [C:1]([C:5]1[CH:29]=[CH:28][C:8]([C:9]([NH:11][C@@H:12]([CH2:13][C:14]2[CH:15]=[CH:16][C:17]([O:20][S:37]([C:40]([F:43])([F:42])[F:41])(=[O:39])=[O:38])=[CH:18][CH:19]=2)[C:21]([O:23][C:24]([CH3:27])([CH3:26])[CH3:25])=[O:22])=[O:10])=[CH:7][CH:6]=1)([CH3:4])([CH3:2])[CH3:3]. The yield is 1.00. (7) The reactants are [F:1][C:2]1[CH:7]=[CH:6][C:5]([CH2:8][C:9]([N:11]=[C:12]=[O:13])=[O:10])=[CH:4][CH:3]=1.[NH2:14][C:15]1[CH:20]=[CH:19][C:18]([C:21]2[C:25]3[C:26]([NH2:30])=[N:27][CH:28]=[CH:29][C:24]=3[NH:23][CH:22]=2)=[CH:17][CH:16]=1.[ClH:31].O1CCOCC1. The catalyst is C(Cl)Cl.CC#N. The product is [ClH:31].[NH2:30][C:26]1[C:25]2[C:21]([C:18]3[CH:19]=[CH:20][C:15]([NH:14][C:12]([NH:11][C:9](=[O:10])[CH2:8][C:5]4[CH:4]=[CH:3][C:2]([F:1])=[CH:7][CH:6]=4)=[O:13])=[CH:16][CH:17]=3)=[CH:22][NH:23][C:24]=2[CH:29]=[CH:28][N:27]=1. The yield is 0.500.